From a dataset of Full USPTO retrosynthesis dataset with 1.9M reactions from patents (1976-2016). Predict the reactants needed to synthesize the given product. (1) Given the product [Cl:8][C:9]1[C:14]2[C:15]([I:18])=[N:16][N:17]([C:26]([C:20]3[CH:25]=[CH:24][CH:23]=[CH:22][CH:21]=3)([C:33]3[CH:34]=[CH:35][CH:36]=[CH:37][CH:38]=3)[C:27]3[CH:28]=[CH:29][CH:30]=[CH:31][CH:32]=3)[C:13]=2[CH:12]=[C:11]([CH3:19])[N:10]=1, predict the reactants needed to synthesize it. The reactants are: C(N(CC)CC)C.[Cl:8][C:9]1[C:14]2[C:15]([I:18])=[N:16][NH:17][C:13]=2[CH:12]=[C:11]([CH3:19])[N:10]=1.[C:20]1([C:26](Cl)([C:33]2[CH:38]=[CH:37][CH:36]=[CH:35][CH:34]=2)[C:27]2[CH:32]=[CH:31][CH:30]=[CH:29][CH:28]=2)[CH:25]=[CH:24][CH:23]=[CH:22][CH:21]=1.C(Cl)Cl. (2) Given the product [CH3:6][O:7][C:8]([C:10]1[CH:11]=[C:12]([CH3:32])[C:13]2[O:19][C:18]3[C:20]([Cl:28])=[CH:21][C:22]([NH:24][CH2:25][CH2:26][N:1]4[CH:5]=[CH:4][N:3]=[CH:2]4)=[CH:23][C:17]=3[CH2:16][S:15](=[O:29])(=[O:30])[C:14]=2[CH:31]=1)=[O:9], predict the reactants needed to synthesize it. The reactants are: [NH:1]1[CH:5]=[CH:4][N:3]=[CH:2]1.[CH3:6][O:7][C:8]([C:10]1[CH:11]=[C:12]([CH3:32])[C:13]2[O:19][C:18]3[C:20]([Cl:28])=[CH:21][C:22]([NH:24][CH2:25][CH2:26]Cl)=[CH:23][C:17]=3[CH2:16][S:15](=[O:30])(=[O:29])[C:14]=2[CH:31]=1)=[O:9]. (3) Given the product [CH2:13]([O:15][C:16]([CH:17]1[O:34][C:6](=[O:7])[N:19]([C:20]2[CH:25]=[CH:24][C:23]([N:26]3[CH:27]=[CH:28][C:29](=[O:32])[CH2:30][CH2:31]3)=[C:22]([F:33])[CH:21]=2)[CH2:18]1)=[O:35])[CH3:14], predict the reactants needed to synthesize it. The reactants are: C1N=CN([C:6](N2C=NC=C2)=[O:7])C=1.[CH2:13]([O:15][C:16](=[O:35])[C@H:17]([OH:34])[CH2:18][NH:19][C:20]1[CH:25]=[CH:24][C:23]([N:26]2[CH:31]=[CH:30][C:29](=[O:32])[CH2:28][CH2:27]2)=[C:22]([F:33])[CH:21]=1)[CH3:14]. (4) Given the product [Cl:18][C:17]1[C:12]([C:6]2[N:7]=[C:8]3[C:3]([C:2]([NH:19][C:20]4[CH:25]=[CH:24][C:23]([C:26]([F:28])([F:27])[F:29])=[CH:22][N:21]=4)=[CH:11][CH:10]=[N:9]3)=[CH:4][CH:5]=2)=[N:13][CH:14]=[CH:15][CH:16]=1, predict the reactants needed to synthesize it. The reactants are: Cl[C:2]1[CH:11]=[CH:10][N:9]=[C:8]2[C:3]=1[CH:4]=[CH:5][C:6]([C:12]1[C:17]([Cl:18])=[CH:16][CH:15]=[CH:14][N:13]=1)=[N:7]2.[NH2:19][C:20]1[CH:25]=[CH:24][C:23]([C:26]([F:29])([F:28])[F:27])=[CH:22][N:21]=1. (5) Given the product [CH2:3]([C:9]1([OH:12])[CH2:10][CH2:11][S:6](=[O:14])(=[O:13])[CH2:7][CH2:8]1)[CH:2]=[CH2:1], predict the reactants needed to synthesize it. The reactants are: [CH2:1]([Mg]Br)[CH:2]=[CH2:3].[S:6]1(=[O:14])(=[O:13])[CH2:11][CH2:10][C:9](=[O:12])[CH2:8][CH2:7]1. (6) Given the product [Cl:1][C:2]1[CH:11]=[CH:10][CH:9]=[C:8]2[C:3]=1[C:4](=[O:21])[N:5]([C:14]1[CH:19]=[CH:18][CH:17]=[CH:16][C:15]=1[CH3:20])[C:6]([CH2:12][S:23][C:24]1[N:32]=[CH:31][N:30]=[C:29]3[C:25]=1[N:26]=[CH:27][NH:28]3)=[N:7]2, predict the reactants needed to synthesize it. The reactants are: [Cl:1][C:2]1[CH:11]=[CH:10][CH:9]=[C:8]2[C:3]=1[C:4](=[O:21])[N:5]([C:14]1[CH:19]=[CH:18][CH:17]=[CH:16][C:15]=1[CH3:20])[C:6]([CH2:12]Cl)=[N:7]2.O.[SH:23][C:24]1[N:32]=[CH:31][N:30]=[C:29]2[C:25]=1[NH:26][CH:27]=[N:28]2.C([O-])([O-])=O.[K+].[K+]. (7) Given the product [N:5]1[CH:6]=[CH:7][CH:8]=[C:3]([NH:11][C:32](=[O:33])[C:31]2[CH:35]=[CH:36][C:28]([S:27][CH2:26][C:25]3[CH:37]=[CH:38][CH:39]=[CH:40][C:24]=3[O:23][CH2:16][C:17]3[CH:22]=[CH:21][CH:20]=[CH:19][CH:18]=3)=[CH:29][CH:30]=2)[CH:4]=1, predict the reactants needed to synthesize it. The reactants are: NC[C:3]1[CH:4]=[N:5][CH:6]=[CH:7][CH:8]=1.C([N:11](CC)CC)C.[CH2:16]([O:23][C:24]1[CH:40]=[CH:39][CH:38]=[CH:37][C:25]=1[CH2:26][S:27][C:28]1[CH:36]=[CH:35][C:31]([C:32](Cl)=[O:33])=[CH:30][CH:29]=1)[C:17]1[CH:22]=[CH:21][CH:20]=[CH:19][CH:18]=1. (8) Given the product [Cl:1][C:2]1[CH:3]=[C:4]([CH2:20][CH3:21])[CH:5]=[C:6]2[C:10]=1[C:9](=[O:11])[N:8]([CH2:12][C:13]1[CH:18]=[CH:17][C:16]([F:19])=[CH:15][CH:14]=1)[CH2:7]2, predict the reactants needed to synthesize it. The reactants are: [Cl:1][C:2]1[CH:3]=[C:4]([CH:20]=[CH2:21])[CH:5]=[C:6]2[C:10]=1[C:9](=[O:11])[N:8]([CH2:12][C:13]1[CH:18]=[CH:17][C:16]([F:19])=[CH:15][CH:14]=1)[CH2:7]2.[H][H].CCCCCC.C(OCC)(=O)C. (9) Given the product [CH3:11][C:8]1[CH2:7][CH:6]([C:4]([OH:5])=[O:3])[CH2:10][CH:9]=1, predict the reactants needed to synthesize it. The reactants are: C([O:3][C:4]([CH:6]1[CH2:10][CH:9]=[C:8]([CH3:11])[CH2:7]1)=[O:5])C.[OH-].[Na+]. (10) Given the product [Cl:8][C:9]1[CH:10]=[C:11]([NH:23][C:24]2[C:33]3[C:28](=[CH:29][CH:30]=[C:31]([NH:34][C:35](=[O:43])[CH:36]=[C:37]4[CH2:42][CH2:41][NH:40][CH2:39][CH2:38]4)[CH:32]=3)[N:27]=[CH:26][N:25]=2)[CH:12]=[CH:13][C:14]=1[O:15][CH2:16][C:17]1[CH:22]=[CH:21][CH:20]=[CH:19][N:18]=1, predict the reactants needed to synthesize it. The reactants are: FC(F)(F)C(O)=O.[Cl:8][C:9]1[CH:10]=[C:11]([NH:23][C:24]2[C:33]3[C:28](=[CH:29][CH:30]=[C:31]([NH:34][C:35](=[O:43])[CH:36]=[C:37]4[CH2:42][CH2:41][NH:40][CH2:39][CH2:38]4)[CH:32]=3)[N:27]=[CH:26][N:25]=2)[CH:12]=[CH:13][C:14]=1[O:15][CH2:16][C:17]1[CH:22]=[CH:21][CH:20]=[CH:19][N:18]=1.